Dataset: Full USPTO retrosynthesis dataset with 1.9M reactions from patents (1976-2016). Task: Predict the reactants needed to synthesize the given product. (1) The reactants are: Cl.Cl.[NH:3]1[CH2:8][CH2:7][NH:6][CH2:5][C@H:4]1[C:9]([OH:11])=[O:10].C([O-])([O-])=O.[K+].[K+].Cl[C:19]([O:21][CH2:22][C:23]1[CH:28]=[CH:27][CH:26]=[CH:25][CH:24]=1)=[O:20].Cl. Given the product [CH2:22]([O:21][C:19]([N:6]1[CH2:7][CH2:8][NH:3][C@H:4]([C:9]([OH:11])=[O:10])[CH2:5]1)=[O:20])[C:23]1[CH:28]=[CH:27][CH:26]=[CH:25][CH:24]=1, predict the reactants needed to synthesize it. (2) Given the product [CH2:1]([O:3][C:4]([C:6]1[N:7]=[C:8]([CH2:12][CH3:13])[S:9][C:10]=1[S:21][C:16]1[CH:17]=[CH:18][CH:19]=[CH:20][C:15]=1[NH2:14])=[O:5])[CH3:2], predict the reactants needed to synthesize it. The reactants are: [CH2:1]([O:3][C:4]([C:6]1[N:7]=[C:8]([CH2:12][CH3:13])[S:9][C:10]=1Br)=[O:5])[CH3:2].[NH2:14][C:15]1[CH:20]=[CH:19][CH:18]=[CH:17][C:16]=1[SH:21].C(=O)([O-])[O-].[Cs+].[Cs+].[OH-].[Na+]. (3) Given the product [CH2:24]([O:26][CH2:27][C:28]([NH:15][C:6]1[C:7]2[N:8]([N:12]=[N:13][N:14]=2)[C:9]([CH3:11])=[CH:10][C:5]=1[NH:4][CH2:3][CH:2]([CH3:16])[CH3:1])=[O:29])[CH3:25], predict the reactants needed to synthesize it. The reactants are: [CH3:1][CH:2]([CH3:16])[CH2:3][NH:4][C:5]1[CH:10]=[C:9]([CH3:11])[N:8]2[N:12]=[N:13][N:14]=[C:7]2[C:6]=1[NH2:15].C(N(CC)CC)C.[CH2:24]([O:26][CH2:27][C:28](Cl)=[O:29])[CH3:25]. (4) Given the product [Cl:26][C:22]1[C:23]([NH:15][CH2:8][C:9]2[CH:14]=[CH:13][CH:12]=[CH:11][CH:10]=2)=[N:24][C:19]([CH:16]2[CH2:18][CH2:17]2)=[N:20][C:21]=1[C:27]([O:29][CH3:30])=[O:28], predict the reactants needed to synthesize it. The reactants are: C(N(CC)CC)C.[CH2:8]([NH2:15])[C:9]1[CH:14]=[CH:13][CH:12]=[CH:11][CH:10]=1.[CH:16]1([C:19]2[N:24]=[C:23](Cl)[C:22]([Cl:26])=[C:21]([C:27]([O:29][CH3:30])=[O:28])[N:20]=2)[CH2:18][CH2:17]1. (5) Given the product [F:1][C:2]1[CH:7]=[C:6]([NH:8][C:9]2[NH:13][N:12]=[C:11]([NH2:14])[N:10]=2)[CH:5]=[C:4]([C:15]([F:16])([F:17])[F:18])[C:3]=1[C:19]1[CH:24]=[CH:23][CH:22]=[C:21]([S:43]([CH3:40])(=[O:45])=[O:44])[CH:20]=1, predict the reactants needed to synthesize it. The reactants are: [F:1][C:2]1[CH:7]=[C:6]([NH:8][C:9]2[NH:13][N:12]=[C:11]([NH2:14])[N:10]=2)[CH:5]=[C:4]([C:15]([F:18])([F:17])[F:16])[C:3]=1[C:19]1[CH:24]=[CH:23][C:22](S(C)(=O)=O)=[CH:21][CH:20]=1.CC1(C)C(C)(C)OB(C2C=C[C:40]([S:43](C)(=[O:45])=[O:44])=CC=2)O1. (6) Given the product [CH3:27][N:26]([CH3:28])[C:29]([NH:23][NH:22][C:20](=[O:21])[C:19]1[CH:18]=[CH:17][C:16]([O:15][CH3:14])=[CH:25][CH:24]=1)=[O:30], predict the reactants needed to synthesize it. The reactants are: C(NNC(=O)C1C=CC=CC=1)(=O)C.[CH3:14][O:15][C:16]1[CH:25]=[CH:24][C:19]([C:20]([NH:22][NH2:23])=[O:21])=[CH:18][CH:17]=1.[N:26]([C:29](Cl)=[O:30])([CH3:28])[CH3:27]. (7) Given the product [CH3:7][O:8][CH2:9][CH2:10][N:1]1[CH2:6][CH2:5][O:4][CH2:3][CH2:2]1, predict the reactants needed to synthesize it. The reactants are: [NH:1]1[CH2:6][CH2:5][O:4][CH2:3][CH2:2]1.[CH3:7][O:8][CH2:9][CH2:10]Cl.